This data is from Catalyst prediction with 721,799 reactions and 888 catalyst types from USPTO. The task is: Predict which catalyst facilitates the given reaction. (1) Reactant: [C:1]([C@@H:4]([NH:17][C:18](=[O:35])[O:19][CH2:20][CH2:21][N:22]1[CH2:27][CH2:26][N:25]([C:28]([O:30][C:31]([CH3:34])([CH3:33])[CH3:32])=[O:29])[CH2:24][CH2:23]1)[CH2:5][C:6]1[CH:11]=[CH:10][C:9]([O:12][C:13]([CH3:16])([CH3:15])[CH3:14])=[CH:8][CH:7]=1)([OH:3])=O.[CH3:36][NH:37][CH2:38][C:39]1[CH:44]=[CH:43][CH:42]=[CH:41][CH:40]=1.C1CN([P+](Br)(N2CCCC2)N2CCCC2)CC1.F[P-](F)(F)(F)(F)F.CCN(C(C)C)C(C)C. The catalyst class is: 3. Product: [CH2:38]([N:37]([CH3:36])[C:1]([C@@H:4]([NH:17][C:18](=[O:35])[O:19][CH2:20][CH2:21][N:22]1[CH2:23][CH2:24][N:25]([C:28]([O:30][C:31]([CH3:32])([CH3:34])[CH3:33])=[O:29])[CH2:26][CH2:27]1)[CH2:5][C:6]1[CH:7]=[CH:8][C:9]([O:12][C:13]([CH3:14])([CH3:15])[CH3:16])=[CH:10][CH:11]=1)=[O:3])[C:39]1[CH:44]=[CH:43][CH:42]=[CH:41][CH:40]=1. (2) Reactant: O=[C:2]1[CH2:7][CH2:6][N:5]([C:8]([O:10][C:11]([CH3:14])([CH3:13])[CH3:12])=[O:9])[CH2:4][CH2:3]1.Cl.Cl.[NH2:17][CH2:18][CH2:19][C:20]1[N:24]=[CH:23][NH:22][CH:21]=1.[C:25](O[BH-](OC(=O)C)OC(=O)C)(=[O:27])C.[Na+].[OH-].[Na+]. Product: [O:27]=[C:25]1[N:24]2[CH:23]=[N:22][CH:21]=[C:20]2[CH2:19][CH2:18][N:17]1[CH:2]1[CH2:7][CH2:6][N:5]([C:8]([O:10][C:11]([CH3:14])([CH3:13])[CH3:12])=[O:9])[CH2:4][CH2:3]1. The catalyst class is: 26. (3) Reactant: [CH3:1][C:2]1[CH:11]=[CH:10][C:9]([N:12]2[CH2:17][CH2:16][N:15]([CH3:18])[CH2:14][CH2:13]2)=[C:8]2[C:3]=1[CH2:4][CH2:5][C@@H:6]([NH2:19])[CH2:7]2.CCN(C(C)C)C(C)C.[CH3:29][C:30]1[S:31][C:32]([S:36](Cl)(=[O:38])=[O:37])=[C:33]([CH3:35])[N:34]=1. Product: [CH3:29][C:30]1[S:31][C:32]([S:36]([NH:19][C@@H:6]2[CH2:5][CH2:4][C:3]3[C:8](=[C:9]([N:12]4[CH2:13][CH2:14][N:15]([CH3:18])[CH2:16][CH2:17]4)[CH:10]=[CH:11][C:2]=3[CH3:1])[CH2:7]2)(=[O:38])=[O:37])=[C:33]([CH3:35])[N:34]=1. The catalyst class is: 4. (4) Reactant: [Br:1][C:2]1[C:3](Cl)=[N:4][C:5]([Cl:8])=[N:6][CH:7]=1.[CH3:10][NH:11][C:12](=[O:20])[CH2:13][CH2:14][NH:15][CH2:16][CH:17]([CH3:19])[CH3:18].C(N(CC)CC)C. Product: [Br:1][C:2]1[C:3]([N:15]([CH2:16][CH:17]([CH3:19])[CH3:18])[CH2:14][CH2:13][C:12]([NH:11][CH3:10])=[O:20])=[N:4][C:5]([Cl:8])=[N:6][CH:7]=1. The catalyst class is: 2.